The task is: Predict the reaction yield, written as a fraction of the theoretical maximum amount of product (1.0 means a 100% yield; for example, 0.34 means a 34% yield).. This data is from Reaction yield outcomes from USPTO patents with 853,638 reactions. (1) The reactants are [C:1]([O:5][C:6]([N:8]1[CH2:13][CH2:12][NH:11][CH2:10][CH2:9]1)=[O:7])([CH3:4])([CH3:3])[CH3:2].[Br:14][C:15]1[CH:20]=[CH:19][C:18]([S:21](Cl)(=[O:23])=[O:22])=[CH:17][CH:16]=1. The catalyst is C(Cl)Cl. The product is [C:1]([O:5][C:6]([N:8]1[CH2:13][CH2:12][N:11]([S:21]([C:18]2[CH:19]=[CH:20][C:15]([Br:14])=[CH:16][CH:17]=2)(=[O:23])=[O:22])[CH2:10][CH2:9]1)=[O:7])([CH3:4])([CH3:2])[CH3:3]. The yield is 0.920. (2) The reactants are [CH3:1][O:2][C:3]1[CH:4]=[C:5]2[C:10](=[CH:11][C:12]=1[O:13][CH3:14])[N:9]=[CH:8][CH:7]=[C:6]2[O:15][C:16]1[C:22]([CH3:23])=[CH:21][C:19]([NH2:20])=[C:18]([CH3:24])[CH:17]=1.C(N(CC)CC)C.[C:32](Cl)(Cl)=[S:33].[NH2:36][CH2:37][CH2:38][N:39]1[CH2:43][CH2:42][CH2:41][CH2:40]1. The catalyst is CN(C)C=O.C(OCC)(=O)C. The product is [CH3:1][O:2][C:3]1[CH:4]=[C:5]2[C:10](=[CH:11][C:12]=1[O:13][CH3:14])[N:9]=[CH:8][CH:7]=[C:6]2[O:15][C:16]1[C:22]([CH3:23])=[CH:21][C:19]([NH:20][C:32]([NH:36][CH2:37][CH2:38][N:39]2[CH2:43][CH2:42][CH2:41][CH2:40]2)=[S:33])=[C:18]([CH3:24])[CH:17]=1. The yield is 0.100. (3) The reactants are [Br:1][C:2]1[NH:6][C:5]([C@@H:7]2[CH2:11][CH2:10][CH2:9][N:8]2[C:12]([O:14]C(C)(C)C)=O)=[N:4][CH:3]=1.Cl.[CH3:20][O:21][C@H:22]([CH3:32])[C@H:23]([NH:27][C:28]([O:30][CH3:31])=[O:29])C(O)=O.CN(C(ON1N=NC2C=CC=NC1=2)=[N+](C)C)C.F[P-](F)(F)(F)(F)F.CCN(C(C)C)C(C)C.[Li+].[OH-]. The catalyst is C(Cl)Cl.CO.CN(C=O)C. The product is [Br:1][C:2]1[NH:6][C:5]([C@@H:7]2[CH2:11][CH2:10][CH2:9][N:8]2[C:12](=[O:14])[C@@H:23]([NH:27][C:28](=[O:29])[O:30][CH3:31])[C@H:22]([O:21][CH3:20])[CH3:32])=[N:4][CH:3]=1. The yield is 1.00. (4) The reactants are OC(C(F)(F)F)=O.[NH:8]1[CH2:11][CH:10]([C:12]2[CH:33]=[CH:32][C:15]3[C:16]4[N:17]=[C:18]([C:24]5[N:25]([CH:29]([CH3:31])[CH3:30])[N:26]=[CH:27][N:28]=5)[S:19][C:20]=4[CH2:21][CH2:22][O:23][C:14]=3[CH:13]=2)[CH2:9]1.C(N(CC)CC)C.[CH:41]([S:43]([CH3:46])(=[O:45])=[O:44])=[CH2:42]. No catalyst specified. The product is [CH:29]([N:25]1[C:24]([C:18]2[S:19][C:20]3[CH2:21][CH2:22][O:23][C:14]4[CH:13]=[C:12]([CH:10]5[CH2:11][N:8]([CH2:42][CH2:41][S:43]([CH3:46])(=[O:45])=[O:44])[CH2:9]5)[CH:33]=[CH:32][C:15]=4[C:16]=3[N:17]=2)=[N:28][CH:27]=[N:26]1)([CH3:31])[CH3:30]. The yield is 0.680.